Dataset: Reaction yield outcomes from USPTO patents with 853,638 reactions. Task: Predict the reaction yield, written as a fraction of the theoretical maximum amount of product (1.0 means a 100% yield; for example, 0.34 means a 34% yield). (1) The reactants are [CH2:1]([N:8]1[CH2:13][CH2:12][NH:11][CH2:10][CH2:9]1)[C:2]1[CH:7]=[CH:6][CH:5]=[CH:4][CH:3]=1.[O:14]1[CH2:19][CH2:18][CH:17]([C:20](O)=[O:21])[CH2:16][CH2:15]1.Cl.C(N=C=NCCCN(C)C)C. The catalyst is CN(C)C1C=CN=CC=1.C(Cl)Cl. The product is [CH2:1]([N:8]1[CH2:13][CH2:12][N:11]([C:20]([CH:17]2[CH2:18][CH2:19][O:14][CH2:15][CH2:16]2)=[O:21])[CH2:10][CH2:9]1)[C:2]1[CH:3]=[CH:4][CH:5]=[CH:6][CH:7]=1. The yield is 0.780. (2) The reactants are [CH3:1][C:2]1[CH:7]=[CH:6][C:5]([C:8]2[N:9]([C:18]3[CH:23]=[CH:22][C:21]([S:24]([CH3:27])(=[O:26])=[O:25])=[CH:20][CH:19]=3)[CH2:10][C:11](O)([C:13]([F:16])([F:15])[F:14])[N:12]=2)=[CH:4][CH:3]=1.O.C1(C)C=CC(S(O)(=O)=O)=CC=1. The catalyst is C1(C)C=CC=CC=1. The product is [CH3:1][C:2]1[CH:7]=[CH:6][C:5]([C:8]2[N:9]([C:18]3[CH:23]=[CH:22][C:21]([S:24]([CH3:27])(=[O:26])=[O:25])=[CH:20][CH:19]=3)[CH:10]=[C:11]([C:13]([F:15])([F:16])[F:14])[N:12]=2)=[CH:4][CH:3]=1. The yield is 0.540. (3) The reactants are S(Cl)([Cl:3])=O.[CH2:5]([C:7]1[C:8]([NH:29][CH2:30][C@@H:31]([C:43]([OH:45])=[O:44])[NH:32][C:33]([O:35][CH2:36][C:37]2[CH:42]=[CH:41][CH:40]=[CH:39][CH:38]=2)=[O:34])=[N:9][CH:10]=[N:11][C:12]=1[N:13]1[CH2:18][CH2:17][CH:16]([C:19]2[N:28]=[C:27]3[C:22]([CH2:23][CH2:24][CH2:25][NH:26]3)=[CH:21][CH:20]=2)[CH2:15][CH2:14]1)[CH3:6].[CH2:46](O)[CH3:47]. No catalyst specified. The product is [ClH:3].[ClH:3].[CH2:5]([C:7]1[C:8]([NH:29][CH2:30][C@@H:31]([C:43]([O:45][CH2:46][CH3:47])=[O:44])[NH:32][C:33]([O:35][CH2:36][C:37]2[CH:38]=[CH:39][CH:40]=[CH:41][CH:42]=2)=[O:34])=[N:9][CH:10]=[N:11][C:12]=1[N:13]1[CH2:14][CH2:15][CH:16]([C:19]2[N:28]=[C:27]3[C:22]([CH2:23][CH2:24][CH2:25][NH:26]3)=[CH:21][CH:20]=2)[CH2:17][CH2:18]1)[CH3:6]. The yield is 0.950. (4) The reactants are [N:1]([CH:4]([C:6]1[N:7]=[C:8]2[S:16][CH:15]=[C:14]([CH3:17])[N:9]2[C:10](=[O:13])[C:11]=1Br)[CH3:5])=[N+:2]=[N-:3].[F:18][C:19]1[CH:24]=[CH:23][C:22](B(O)O)=[CH:21][CH:20]=1.C(=O)([O-])[O-].[Na+].[Na+].O. The catalyst is O1CCOCC1.C(OCC)(=O)C.C1C=CC([P]([Pd]([P](C2C=CC=CC=2)(C2C=CC=CC=2)C2C=CC=CC=2)([P](C2C=CC=CC=2)(C2C=CC=CC=2)C2C=CC=CC=2)[P](C2C=CC=CC=2)(C2C=CC=CC=2)C2C=CC=CC=2)(C2C=CC=CC=2)C2C=CC=CC=2)=CC=1. The product is [N:1]([CH:4]([C:6]1[N:7]=[C:8]2[S:16][CH:15]=[C:14]([CH3:17])[N:9]2[C:10](=[O:13])[C:11]=1[C:22]1[CH:23]=[CH:24][C:19]([F:18])=[CH:20][CH:21]=1)[CH3:5])=[N+:2]=[N-:3]. The yield is 0.660. (5) The reactants are O.[O:2]=[CH:3][C@@H:4]([C@H:6]([C@@H:8]([C@@H:10]([CH2:12][OH:13])[OH:11])[OH:9])[OH:7])[OH:5].[C:14]([O-:26])(=[O:25])[CH2:15][C:16]([CH2:21][C:22]([O-:24])=[O:23])([C:18]([O-:20])=[O:19])[OH:17].[NH4+:27].[NH4+].[NH4+]. No catalyst specified. The product is [C:14]([O-:26])(=[O:25])[CH2:15][C:16]([CH2:21][C:22]([O-:24])=[O:23])([C:18]([O-:20])=[O:19])[OH:17].[NH4+:27].[NH4+:27].[NH4+:27].[O:2]=[CH:3][C@@H:4]([C@H:6]([C@@H:8]([C@@H:10]([CH2:12][OH:13])[OH:11])[OH:9])[OH:7])[OH:5]. The yield is 0.250. (6) The reactants are Cl[C:2]1[N:7]=[C:6]([NH:8][C:9]2[CH:20]=[CH:19][CH:18]=[CH:17][C:10]=2[C:11]([NH:13][CH:14]([CH3:16])[CH3:15])=[O:12])[C:5]([CH3:21])=[CH:4][N:3]=1.[NH2:22][C:23]1[CH:24]=[C:25]([N:29]2[CH2:34][CH2:33][N:32]([CH3:35])[CH2:31][C:30]2=[O:36])[CH:26]=[CH:27][CH:28]=1.Cl. The catalyst is C(O)(C)C. The product is [CH3:15][CH:14]([NH:13][C:11](=[O:12])[C:10]1[CH:17]=[CH:18][CH:19]=[CH:20][C:9]=1[NH:8][C:6]1[C:5]([CH3:21])=[CH:4][N:3]=[C:2]([NH:22][C:23]2[CH:28]=[CH:27][CH:26]=[C:25]([N:29]3[CH2:34][CH2:33][N:32]([CH3:35])[CH2:31][C:30]3=[O:36])[CH:24]=2)[N:7]=1)[CH3:16]. The yield is 0.270. (7) The yield is 9.84. The product is [CH:1]([C:5]1[CH:6]=[CH:7][C:8]([N:11]2[C:20](=[O:21])[C:19]3[C:14](=[CH:15][CH:16]=[CH:17][CH:18]=3)[N:13]=[C:12]2[C:22]2[CH:23]=[N:24][C:25]([CH2:28][N:44]3[CH2:49][CH2:48][O:47][CH2:46][CH2:45]3)=[CH:26][CH:27]=2)=[CH:9][CH:10]=1)([CH2:3][CH3:4])[CH3:2]. The reactants are [CH:1]([C:5]1[CH:10]=[CH:9][C:8]([N:11]2[C:20](=[O:21])[C:19]3[C:14](=[CH:15][CH:16]=[CH:17][CH:18]=3)[N:13]=[C:12]2[C:22]2[CH:23]=[N:24][C:25]([CH2:28]O)=[CH:26][CH:27]=2)=[CH:7][CH:6]=1)([CH2:3][CH3:4])[CH3:2].CCN(C(C)C)C(C)C.CS(Cl)(=O)=O.[NH:44]1[CH2:49][CH2:48][O:47][CH2:46][CH2:45]1. The catalyst is C(Cl)Cl. (8) The reactants are [OH:1][CH:2]([CH2:23][OH:24])[CH2:3][N:4]1[CH:9]=[CH:8][C:7](=[O:10])[C:6]([O:11][CH2:12][C:13]2[CH:18]=[CH:17][CH:16]=[CH:15][CH:14]=2)=[C:5]1[C:19]([O:21][CH3:22])=[O:20].[Br:25]N1C(=O)CCC1=O. The catalyst is CN(C=O)C. The product is [Br:25][C:8]1[C:7](=[O:10])[C:6]([O:11][CH2:12][C:13]2[CH:14]=[CH:15][CH:16]=[CH:17][CH:18]=2)=[C:5]([C:19]([O:21][CH3:22])=[O:20])[N:4]([CH2:3][CH:2]([OH:1])[CH2:23][OH:24])[CH:9]=1. The yield is 0.916. (9) The reactants are Cl[C:2]1[N:3]=[C:4]([OH:12])[C:5]2[CH:11]=[CH:10][N:9]=[CH:8][C:6]=2[N:7]=1.[CH3:13][N:14]([C:22]1[CH:27]=[CH:26][CH:25]=[C:24]([N:28]2[CH2:33][CH2:32][N:31]([CH3:34])[CH2:30][CH2:29]2)[CH:23]=1)[C:15]1[CH:20]=[CH:19][C:18]([OH:21])=[CH:17][CH:16]=1.C([O-])([O-])=O.[Cs+].[Cs+]. The catalyst is CN(C=O)C.[Cu]I. The product is [CH3:13][N:14]([C:22]1[CH:27]=[CH:26][CH:25]=[C:24]([N:28]2[CH2:29][CH2:30][N:31]([CH3:34])[CH2:32][CH2:33]2)[CH:23]=1)[C:15]1[CH:16]=[CH:17][C:18]([O:21][C:2]2[N:3]=[C:4]([OH:12])[C:5]3[CH:11]=[CH:10][N:9]=[CH:8][C:6]=3[N:7]=2)=[CH:19][CH:20]=1. The yield is 0.0600.